This data is from Forward reaction prediction with 1.9M reactions from USPTO patents (1976-2016). The task is: Predict the product of the given reaction. (1) Given the reactants [O:1]1[C:5]2[CH:6]=[CH:7][CH:8]=[CH:9][C:4]=2[CH:3]=[C:2]1[C:10]([NH:12][C@@H:13]([C:15]1[CH:19]=[C:18]([C:20]([OH:22])=O)[O:17][N:16]=1)[CH3:14])=[O:11].CN(C([O:30][N:31]1N=NC2C=CC=NC1=2)=[N+](C)C)C.F[P-](F)(F)(F)(F)F.O1CCCCC1ON, predict the reaction product. The product is: [O:1]1[C:5]2[CH:6]=[CH:7][CH:8]=[CH:9][C:4]=2[CH:3]=[C:2]1[C:10]([NH:12][C@@H:13]([C:15]1[CH:19]=[C:18]([C:20]([NH:31][OH:30])=[O:22])[O:17][N:16]=1)[CH3:14])=[O:11]. (2) Given the reactants Cl.[NH2:2][OH:3].[C:4]([C:6]([NH:9][C:10]([C:12]1[CH:21]=[CH:20][C:19]2[C:14](=[CH:15][CH:16]=[CH:17][CH:18]=2)[C:13]=1[O:22][CH2:23][C:24]1[CH:25]=[N:26][C:27]([C:30]([F:33])([F:32])[F:31])=[CH:28][CH:29]=1)=[O:11])([CH3:8])[CH3:7])#[N:5].C(=O)([O-])[O-].[K+].[K+], predict the reaction product. The product is: [OH:3][NH:2][C:4]([C:6]([NH:9][C:10]([C:12]1[CH:21]=[CH:20][C:19]2[C:14](=[CH:15][CH:16]=[CH:17][CH:18]=2)[C:13]=1[O:22][CH2:23][C:24]1[CH:25]=[N:26][C:27]([C:30]([F:31])([F:33])[F:32])=[CH:28][CH:29]=1)=[O:11])([CH3:8])[CH3:7])=[NH:5]. (3) The product is: [Si:14]([O:13][C@@H:11]1[CH2:12][N:8]([C:6]([O:5][C:1]([CH3:4])([CH3:3])[CH3:2])=[O:7])[C@H:9]([C@H:21]([O:27][CH3:28])[C@@H:22]([CH3:26])[C:23]([NH:39][CH2:38][CH2:37][C:31]2[C:32]([F:36])=[CH:33][CH:34]=[CH:35][C:30]=2[F:29])=[O:25])[CH2:10]1)([C:17]([CH3:18])([CH3:20])[CH3:19])([CH3:16])[CH3:15]. Given the reactants [C:1]([O:5][C:6]([N:8]1[CH2:12][C@@H:11]([O:13][Si:14]([C:17]([CH3:20])([CH3:19])[CH3:18])([CH3:16])[CH3:15])[CH2:10][C@H:9]1[C@H:21]([O:27][CH3:28])[C@@H:22]([CH3:26])[C:23]([OH:25])=O)=[O:7])([CH3:4])([CH3:3])[CH3:2].[F:29][C:30]1[CH:35]=[CH:34][CH:33]=[C:32]([F:36])[C:31]=1[CH2:37][CH2:38][NH2:39].F[P-](F)(F)(F)(F)F.N1(O[P+](N(C)C)(N(C)C)N(C)C)C2C=CC=CC=2N=N1.C(N(C(C)C)CC)(C)C, predict the reaction product.